From a dataset of Peptide-MHC class II binding affinity with 134,281 pairs from IEDB. Regression. Given a peptide amino acid sequence and an MHC pseudo amino acid sequence, predict their binding affinity value. This is MHC class II binding data. The peptide sequence is KFIPALEAAVKQAYA. The MHC is HLA-DPA10103-DPB10301 with pseudo-sequence HLA-DPA10103-DPB10301. The binding affinity (normalized) is 0.431.